From a dataset of Reaction yield outcomes from USPTO patents with 853,638 reactions. Predict the reaction yield, written as a fraction of the theoretical maximum amount of product (1.0 means a 100% yield; for example, 0.34 means a 34% yield). (1) The reactants are [NH2:1][C:2]1[CH:3]=[C:4]([CH:8]=[C:9]([CH:11]=[C:12]([CH3:14])[CH3:13])[CH:10]=1)[C:5]([OH:7])=[O:6].[CH3:15][O:16][C:17]1[N:22]=[C:21]([O:23][CH3:24])[C:20]([C:25]2[CH:34]=[C:33]3[C:28]([C:29](Cl)=[C:30]([C:35]([NH2:37])=[O:36])[CH:31]=[N:32]3)=[CH:27][CH:26]=2)=[CH:19][N:18]=1. The catalyst is C(O)(=O)C. The product is [NH2:37][C:35]([C:30]1[CH:31]=[N:32][C:33]2[C:28]([C:29]=1[NH:1][C:2]1[CH:3]=[C:4]([CH:8]=[C:9]([CH:11]=[C:12]([CH3:14])[CH3:13])[CH:10]=1)[C:5]([OH:7])=[O:6])=[CH:27][CH:26]=[C:25]([C:20]1[C:21]([O:23][CH3:24])=[N:22][C:17]([O:16][CH3:15])=[N:18][CH:19]=1)[CH:34]=2)=[O:36]. The yield is 0.387. (2) The reactants are [F:1][C:2]([F:20])([F:19])[C:3](=O)[CH2:4][C:5]([C:7]1[CH:17]=[CH:16][C:10]2[O:11][CH2:12][C:13](=[O:15])[NH:14][C:9]=2[CH:8]=1)=O.Cl.[Cl:22][C:23]1[CH:24]=[C:25]([NH:29][NH2:30])[CH:26]=[CH:27][CH:28]=1. No catalyst specified. The product is [Cl:22][C:23]1[CH:24]=[C:25]([N:29]2[C:5]([C:7]3[CH:17]=[CH:16][C:10]4[O:11][CH2:12][C:13](=[O:15])[NH:14][C:9]=4[CH:8]=3)=[CH:4][C:3]([C:2]([F:20])([F:19])[F:1])=[N:30]2)[CH:26]=[CH:27][CH:28]=1. The yield is 0.900. (3) The reactants are [CH2:1]([C:3]1[CH:9]=[CH:8][C:7]([N+:10]([O-:12])=[O:11])=[CH:6][C:4]=1[NH2:5])[CH3:2].[N:13]([O-])=O.[Na+]. The catalyst is C(O)(=O)C.O. The product is [CH3:2][C:1]1[C:3]2[C:4](=[CH:6][C:7]([N+:10]([O-:12])=[O:11])=[CH:8][CH:9]=2)[NH:5][N:13]=1. The yield is 0.405. (4) The reactants are [CH3:1][C:2]1[C:3]([CH2:8][N:9]([CH2:16][C:17]2[C:22]([CH3:23])=[CH:21][CH:20]=[CH:19][N:18]=2)[CH:10]2[CH2:15][CH2:14][NH:13][CH2:12][CH2:11]2)=[N:4][CH:5]=[CH:6][CH:7]=1.CC([O-])=O.[Na+].[N:29]#[C:30]Br.O. The catalyst is CO. The product is [CH3:1][C:2]1[C:3]([CH2:8][N:9]([CH2:16][C:17]2[C:22]([CH3:23])=[CH:21][CH:20]=[CH:19][N:18]=2)[CH:10]2[CH2:15][CH2:14][N:13]([C:30]#[N:29])[CH2:12][CH2:11]2)=[N:4][CH:5]=[CH:6][CH:7]=1. The yield is 0.960. (5) The reactants are [F:1][C:2]1[CH:3]=[C:4]([C:16]([NH:18][C@@H:19]2[CH2:24][CH2:23][C@H:22]([NH:25][C:26](=[O:32])[O:27][C:28]([CH3:31])([CH3:30])[CH3:29])[CH2:21][CH2:20]2)=[O:17])[C:5]([NH:8][CH:9]2[CH2:14][CH2:13][N:12]([CH3:15])[CH2:11][CH2:10]2)=[N:6][CH:7]=1.[C:33](N1C=CN=C1)(N1C=CN=C1)=[O:34].[H-].[Na+]. The catalyst is CN(C)C=O. The product is [F:1][C:2]1[CH:7]=[N:6][C:5]2[N:8]([CH:9]3[CH2:14][CH2:13][N:12]([CH3:15])[CH2:11][CH2:10]3)[C:33](=[O:34])[N:18]([C@@H:19]3[CH2:24][CH2:23][C@H:22]([NH:25][C:26](=[O:32])[O:27][C:28]([CH3:29])([CH3:31])[CH3:30])[CH2:21][CH2:20]3)[C:16](=[O:17])[C:4]=2[CH:3]=1. The yield is 0.770.